This data is from Full USPTO retrosynthesis dataset with 1.9M reactions from patents (1976-2016). The task is: Predict the reactants needed to synthesize the given product. Given the product [C:12]([O:11][C:6]1[C:5]2[CH2:4][CH2:3][NH:2][CH2:1][C:10]=2[CH:9]=[CH:8][CH:7]=1)(=[O:14])[CH3:13], predict the reactants needed to synthesize it. The reactants are: [CH:1]1[C:10]2[CH:9]=[CH:8][CH:7]=[C:6]([OH:11])[C:5]=2[CH:4]=[CH:3][N:2]=1.[C:12](O)(=[O:14])[CH3:13].